Predict the product of the given reaction. From a dataset of Forward reaction prediction with 1.9M reactions from USPTO patents (1976-2016). (1) Given the reactants [CH:1]([C:4]1[CH:8]=[C:7]([CH2:9]O)[O:6][N:5]=1)([CH3:3])[CH3:2].[Cl-].ClC=[N+](C)C.[NH:17]1[C:25]2[C:20](=[CH:21][CH:22]=[CH:23][CH:24]=2)[C:19]2([C:29]3=[CH:30][C:31]4[O:35][CH2:34][O:33][C:32]=4[CH:36]=[C:28]3[O:27][CH2:26]2)[C:18]1=[O:37].C(=O)([O-])[O-].[Cs+].[Cs+], predict the reaction product. The product is: [CH:1]([C:4]1[CH:8]=[C:7]([CH2:9][N:17]2[C:25]3[C:20](=[CH:21][CH:22]=[CH:23][CH:24]=3)[C:19]3([C:29]4=[CH:30][C:31]5[O:35][CH2:34][O:33][C:32]=5[CH:36]=[C:28]4[O:27][CH2:26]3)[C:18]2=[O:37])[O:6][N:5]=1)([CH3:2])[CH3:3]. (2) Given the reactants [CH3:1][C:2]1[NH:3][C:4](=[O:23])[N:5]([C:16]2[CH:17]=[C:18]([CH3:22])[CH:19]=[CH:20][CH:21]=2)[C:6]=1[C:7]1[CH:8]=[CH:9][C:10]2[N:11]([N:13]=[CH:14][N:15]=2)[CH:12]=1.CN(C)C=O.CC(C)([O-])C.[K+].[I-].[Na+].Br[CH2:38][CH:39]1[CH2:44][CH2:43][O:42][CH2:41][CH2:40]1, predict the reaction product. The product is: [N:15]1[CH:14]=[N:13][N:11]2[CH:12]=[C:7]([C:6]3[N:5]([C:16]4[CH:17]=[C:18]([CH3:22])[CH:19]=[CH:20][CH:21]=4)[C:4](=[O:23])[N:3]([CH2:38][CH:39]4[CH2:44][CH2:43][O:42][CH2:41][CH2:40]4)[C:2]=3[CH3:1])[CH:8]=[CH:9][C:10]=12. (3) Given the reactants [CH3:1][O:2][C:3]1[CH:10]=[CH:9][C:6]([CH:7]=O)=[CH:5][CH:4]=1.[CH3:11][C:12]([C:14]1[CH:19]=[C:18]([O:20][CH3:21])[C:17]([O:22][CH3:23])=[C:16]([O:24][CH3:25])[CH:15]=1)=[O:13].[OH-].[Na+].Cl, predict the reaction product. The product is: [CH3:1][O:2][C:3]1[CH:10]=[CH:9][C:6](/[CH:7]=[CH:11]/[C:12]([C:14]2[CH:15]=[C:16]([O:24][CH3:25])[C:17]([O:22][CH3:23])=[C:18]([O:20][CH3:21])[CH:19]=2)=[O:13])=[CH:5][CH:4]=1. (4) Given the reactants [Cl:1][C:2]1[N:11]=[CH:10][CH:9]=[C:8]2[C:3]=1[CH:4]=[C:5]([C:23]1[CH:28]=[CH:27][CH:26]=[CH:25][CH:24]=1)[C:6]([C:12]1[CH:17]=[CH:16][C:15]([CH:18]3OCC[O:19]3)=[CH:14][CH:13]=1)=[N:7]2.Cl, predict the reaction product. The product is: [Cl:1][C:2]1[N:11]=[CH:10][CH:9]=[C:8]2[C:3]=1[CH:4]=[C:5]([C:23]1[CH:24]=[CH:25][CH:26]=[CH:27][CH:28]=1)[C:6]([C:12]1[CH:17]=[CH:16][C:15]([CH:18]=[O:19])=[CH:14][CH:13]=1)=[N:7]2. (5) The product is: [C:1]([O:5][C:6]([N:8]1[C:16]2[C:11](=[CH:12][CH:13]=[CH:14][CH:15]=2)[C:10](/[CH:17]=[CH:18]/[C:19]2[CH:24]=[CH:23][CH:22]=[CH:21][C:20]=2[N:32]2[CH2:33][CH2:34][N:29]([C:26](=[O:28])[CH3:27])[CH2:30][CH2:31]2)=[N:9]1)=[O:7])([CH3:4])([CH3:3])[CH3:2]. Given the reactants [C:1]([O:5][C:6]([N:8]1[C:16]2[C:11](=[CH:12][CH:13]=[CH:14][CH:15]=2)[C:10](/[CH:17]=[CH:18]/[C:19]2[CH:24]=[CH:23][CH:22]=[CH:21][C:20]=2Br)=[N:9]1)=[O:7])([CH3:4])([CH3:3])[CH3:2].[C:26]([N:29]1[CH2:34][CH2:33][NH:32][CH2:31][CH2:30]1)(=[O:28])[CH3:27].C(=O)([O-])[O-].[K+].[K+].C1(P(C2CCCCC2)C2C=CC=CC=2C2C(C(C)C)=CC(C(C)C)=CC=2C(C)C)CCCCC1, predict the reaction product. (6) The product is: [CH2:2]([N:9]1[CH2:13][C@H:12]([C:14]2[CH:15]=[CH:16][C:17]([Cl:20])=[CH:18][CH:19]=2)[C@H:11]([C:21]([OH:23])=[O:22])[CH2:10]1)[C:3]1[CH:4]=[CH:5][CH:6]=[CH:7][CH:8]=1. Given the reactants O.[CH2:2]([N:9]1[CH2:13][C:12]([C:14]2[CH:19]=[CH:18][C:17]([Cl:20])=[CH:16][CH:15]=2)=[C:11]([C:21]([OH:23])=[O:22])[CH2:10]1)[C:3]1[CH:8]=[CH:7][CH:6]=[CH:5][CH:4]=1.[H][H], predict the reaction product. (7) Given the reactants [NH:1]1[CH:5]=[CH:4][C:3]([C:6]2[C:15]3[C:10](=[CH:11][CH:12]=[CH:13][CH:14]=3)[N:9]=[CH:8][CH:7]=2)=[N:2]1.[CH3:16][O:17][C:18]1[CH:23]=[CH:22][C:21]([O:24][CH3:25])=[CH:20][C:19]=1[S:26](Cl)(=[O:28])=[O:27], predict the reaction product. The product is: [CH3:16][O:17][C:18]1[CH:23]=[CH:22][C:21]([O:24][CH3:25])=[CH:20][C:19]=1[S:26]([N:1]1[CH:5]=[CH:4][C:3]([C:6]2[C:15]3[C:10](=[CH:11][CH:12]=[CH:13][CH:14]=3)[N:9]=[CH:8][CH:7]=2)=[N:2]1)(=[O:27])=[O:28].